This data is from Peptide-MHC class II binding affinity with 134,281 pairs from IEDB. The task is: Regression. Given a peptide amino acid sequence and an MHC pseudo amino acid sequence, predict their binding affinity value. This is MHC class II binding data. (1) The peptide sequence is QASPDLLRGLLSTFI. The MHC is DRB1_0701 with pseudo-sequence DRB1_0701. The binding affinity (normalized) is 0.422. (2) The binding affinity (normalized) is 0.675. The peptide sequence is GELQIRDKIDAAFKI. The MHC is DRB3_0101 with pseudo-sequence DRB3_0101. (3) The peptide sequence is MHVSFVMAYPEMLAA. The MHC is HLA-DPA10201-DPB10501 with pseudo-sequence HLA-DPA10201-DPB10501. The binding affinity (normalized) is 0.333.